Dataset: Forward reaction prediction with 1.9M reactions from USPTO patents (1976-2016). Task: Predict the product of the given reaction. Given the reactants C([O:9][C:10]1[CH:11]=[C:12]2[C:25](=[CH:26][CH:27]=1)[C:24]1[C:15](=[C:16]3[C:21](=[CH:22][CH:23]=1)[NH:20][C:19]([CH3:29])([CH3:28])[CH:18]=[C:17]3[CH3:30])[C:14](=[O:31])[O:13]2)(=O)C1C=CC=CC=1.O1CCCC1.[H-].COCCO[Al+]OCCOC.[Na+].[H-].O.O.O.O.C(C(C(C([O-])=O)O)O)([O-])=O.[Na+].[K+], predict the reaction product. The product is: [OH:9][C:10]1[CH:11]=[C:12]2[C:25](=[CH:26][CH:27]=1)[C:24]1[C:15](=[C:16]3[C:21](=[CH:22][CH:23]=1)[NH:20][C:19]([CH3:28])([CH3:29])[CH:18]=[C:17]3[CH3:30])[C:14](=[O:31])[O:13]2.